Dataset: Full USPTO retrosynthesis dataset with 1.9M reactions from patents (1976-2016). Task: Predict the reactants needed to synthesize the given product. Given the product [NH2:5][C:4]1[C:3]2[C:2](=[CH:9][CH:8]=[CH:7][C:6]=2[O:10][CH2:11][CH:12]2[CH2:17][CH2:16][CH2:15][CH2:14][CH2:13]2)[N:1]=[C:19]([CH3:26])[C:20]=1[C:21]([O:23][CH2:24][CH3:25])=[O:22], predict the reactants needed to synthesize it. The reactants are: [NH2:1][C:2]1[CH:9]=[CH:8][CH:7]=[C:6]([O:10][CH2:11][CH:12]2[CH2:17][CH2:16][CH2:15][CH2:14][CH2:13]2)[C:3]=1[C:4]#[N:5].O=[C:19]([CH3:26])[CH2:20][C:21]([O:23][CH2:24][CH3:25])=[O:22].